Dataset: Reaction yield outcomes from USPTO patents with 853,638 reactions. Task: Predict the reaction yield, written as a fraction of the theoretical maximum amount of product (1.0 means a 100% yield; for example, 0.34 means a 34% yield). (1) The reactants are [CH2:1]([O:3][C:4](=[O:11])[C:5]([CH3:10])([CH3:9])[C:6](O)=[O:7])[CH3:2].C1CCC(N=C=NC2CCCCC2)CC1.CN(C1C=CC=CN=1)C.[CH3:36][S:37]([NH2:40])(=[O:39])=[O:38]. The catalyst is C(Cl)Cl. The product is [CH3:9][C:5]([CH3:10])([C:6]([NH:40][S:37]([CH3:36])(=[O:39])=[O:38])=[O:7])[C:4]([O:3][CH2:1][CH3:2])=[O:11]. The yield is 0.670. (2) The reactants are [Cl:1][C:2]1[CH:3]=[CH:4][C:5]2[N:6]([CH:8]=[C:9]([NH2:11])[N:10]=2)[N:7]=1.C(N(CC)CC)C.[C:19](OC(=O)C)(=[O:21])[CH3:20]. The catalyst is C(Cl)Cl.CN(C1C=CN=CC=1)C. The product is [Cl:1][C:2]1[CH:3]=[CH:4][C:5]2[N:6]([CH:8]=[C:9]([NH:11][C:19](=[O:21])[CH3:20])[N:10]=2)[N:7]=1. The yield is 0.660. (3) The reactants are [CH:1]([C:3]1[CH:4]=[CH:5][C:6]([OH:13])=[C:7]([CH:12]=1)[C:8]([O:10][CH3:11])=[O:9])=[O:2].[H-].[Na+].C1C=CC(N([S:23]([C:26]([F:29])([F:28])[F:27])(=[O:25])=[O:24])[S:23]([C:26]([F:29])([F:28])[F:27])(=[O:25])=[O:24])=CC=1.O. The catalyst is O1CCCC1. The product is [CH:1]([C:3]1[CH:4]=[CH:5][C:6]([O:13][S:23]([C:26]([F:29])([F:28])[F:27])(=[O:25])=[O:24])=[C:7]([CH:12]=1)[C:8]([O:10][CH3:11])=[O:9])=[O:2]. The yield is 0.600. (4) The yield is 0.700. The reactants are [Cl:1][C:2]1[CH:3]=[C:4]([CH:9]([C:24]([F:27])([F:26])[F:25])/[CH:10]=[CH:11]/[C:12]2[CH:13]=[CH:14][C:15]([N:19]3[CH:23]=[N:22][CH:21]=[N:20]3)=[C:16]([CH:18]=2)[NH2:17])[CH:5]=[C:6]([Cl:8])[CH:7]=1.[CH2:28](N(CC)CC)C.CI. The catalyst is C(Cl)Cl. The product is [Cl:1][C:2]1[CH:3]=[C:4]([CH:9]([C:24]([F:26])([F:25])[F:27])/[CH:10]=[CH:11]/[C:12]2[CH:13]=[CH:14][C:15]([N:19]3[CH:23]=[N:22][CH:21]=[N:20]3)=[C:16]([CH:18]=2)[NH:17][CH3:28])[CH:5]=[C:6]([Cl:8])[CH:7]=1. (5) The reactants are Cl.[CH3:2][O:3][C:4]1[N:5]=[C:6]2[C:11](=[CH:12][CH:13]=1)[N:10]=[CH:9][CH:8]=[C:7]2[N:14]1[CH2:20][CH2:19][CH2:18][N:17]([CH2:21][CH2:22][NH2:23])[CH2:16][CH2:15]1.[O:24]=[C:25]1[CH2:30][S:29][C:28]2[CH:31]=[CH:32][C:33]([S:35](Cl)(=[O:37])=[O:36])=N[C:27]=2[NH:26]1.[CH:39](N(C(C)C)CC)(C)C. The catalyst is ClCCl. The product is [CH3:2][O:3][C:4]1[N:5]=[C:6]2[C:11](=[CH:12][CH:13]=1)[N:10]=[CH:9][CH:8]=[C:7]2[N:14]1[CH2:20][CH2:19][CH2:18][N:17]([CH2:21][CH2:22][NH:23][S:35]([C:33]2[CH:32]=[CH:31][C:28]3[S:29][CH2:30][C:25](=[O:24])[NH:26][C:27]=3[CH:39]=2)(=[O:37])=[O:36])[CH2:16][CH2:15]1. The yield is 0.380. (6) The reactants are [H-].[Na+].[P:3]([O-:11])([O:8][CH2:9][CH3:10])([O:5][CH2:6][CH3:7])=O.[H][H].[C:14](=[S:16])=[S:15].[CH2:17](Cl)[C:18]1[CH:23]=[CH:22][CH:21]=[CH:20][CH:19]=1. The catalyst is O1CCCC1.C(OCC)C. The product is [CH2:9]([O:8][P:3]([C:14]([S:16][CH2:17][C:18]1[CH:23]=[CH:22][CH:21]=[CH:20][CH:19]=1)=[S:15])([O:5][CH2:6][CH3:7])=[O:11])[CH3:10]. The yield is 0.180.